Dataset: Catalyst prediction with 721,799 reactions and 888 catalyst types from USPTO. Task: Predict which catalyst facilitates the given reaction. (1) Reactant: [CH3:1][NH:2][C:3]([C:5]1[C:9]2[C:10]([CH3:33])([CH3:32])[CH2:11][C:12]3[CH:13]=[N:14][C:15]([NH:18][C:19]4[CH:24]=[CH:23][C:22]([N:25]5[CH2:30][CH2:29][N:28]([CH3:31])[CH2:27][CH2:26]5)=[CH:21][CH:20]=4)=[N:16][C:17]=3[C:8]=2[N:7]([CH3:34])[N:6]=1)=[O:4].CO.[Cl:37]CCl. Product: [ClH:37].[ClH:37].[ClH:37].[CH3:1][NH:2][C:3]([C:5]1[C:9]2[C:10]([CH3:32])([CH3:33])[CH2:11][C:12]3[CH:13]=[N:14][C:15]([NH:18][C:19]4[CH:20]=[CH:21][C:22]([N:25]5[CH2:30][CH2:29][N:28]([CH3:31])[CH2:27][CH2:26]5)=[CH:23][CH:24]=4)=[N:16][C:17]=3[C:8]=2[N:7]([CH3:34])[N:6]=1)=[O:4]. The catalyst class is: 12. (2) Reactant: [CH:1](=O)[C:2]1[CH:7]=[CH:6][CH:5]=[CH:4][CH:3]=1.[C:9]([CH2:12][C:13](=[O:15])[CH3:14])(=[O:11])[CH3:10].N1CCCCC1. Product: [CH:1](=[CH:14][C:13](=[O:15])[CH2:12][C:9](=[O:11])[CH3:10])[C:2]1[CH:7]=[CH:6][CH:5]=[CH:4][CH:3]=1. The catalyst class is: 244. (3) The catalyst class is: 30. Reactant: [C:1]1([C:7]2[N:12]=[CH:11][C:10]([C:13]3[N:14]=[C:15]([CH:18]4[CH2:23][CH2:22][CH2:21][NH:20][CH2:19]4)[NH:16][CH:17]=3)=[CH:9][N:8]=2)[CH:6]=[CH:5][CH:4]=[CH:3][CH:2]=1.C(N(CC)CC)C.[F:31][C:32]([F:43])([F:42])[C:33](O[C:33](=[O:34])[C:32]([F:43])([F:42])[F:31])=[O:34].CN1CCNCC1. Product: [F:31][C:32]([F:43])([F:42])[C:33]([N:20]1[CH2:21][CH2:22][CH2:23][CH:18]([C:15]2[NH:16][CH:17]=[C:13]([C:10]3[CH:11]=[N:12][C:7]([C:1]4[CH:2]=[CH:3][CH:4]=[CH:5][CH:6]=4)=[N:8][CH:9]=3)[N:14]=2)[CH2:19]1)=[O:34]. (4) Reactant: C([N:8]1[CH2:12][CH2:11][CH:10]([C:13]([O:15][CH3:16])=[O:14])[CH2:9]1)C1C=CC=CC=1.[ClH:17]. Product: [ClH:17].[CH3:16][O:15][C:13]([CH:10]1[CH2:11][CH2:12][NH:8][CH2:9]1)=[O:14]. The catalyst class is: 129.